This data is from Reaction yield outcomes from USPTO patents with 853,638 reactions. The task is: Predict the reaction yield, written as a fraction of the theoretical maximum amount of product (1.0 means a 100% yield; for example, 0.34 means a 34% yield). (1) The reactants are Cl.[F:2][C:3]1([F:14])[CH2:8][NH:7][C@H:6]([CH2:9][CH2:10][C:11]([OH:13])=[O:12])[CH2:5][CH2:4]1.[Br:15][C:16]1[CH:21]=[C:20]([F:22])[CH:19]=[CH:18][C:17]=1[C@H:23]1[C:28]([C:29]([O:31][CH2:32][CH3:33])=[O:30])=[C:27]([CH2:34]Br)[NH:26][C:25]([C:36]2[S:37][CH:38]=[CH:39][N:40]=2)=[N:24]1.C(=O)([O-])[O-].[K+].[K+]. The product is [Br:15][C:16]1[CH:21]=[C:20]([F:22])[CH:19]=[CH:18][C:17]=1[C@@H:23]1[N:24]=[C:25]([C:36]2[S:37][CH:38]=[CH:39][N:40]=2)[NH:26][C:27]([CH2:34][N:7]2[CH2:8][C:3]([F:2])([F:14])[CH2:4][CH2:5][C@H:6]2[CH2:9][CH2:10][C:11]([OH:13])=[O:12])=[C:28]1[C:29]([O:31][CH2:32][CH3:33])=[O:30]. The yield is 0.105. The catalyst is C(O)C. (2) The reactants are [CH3:1][O:2][C:3]1[CH:18]=[CH:17][C:6]([CH2:7][C:8]2([CH3:16])[CH2:13][CH2:12][O:11][CH2:10][CH:9]2[CH:14]=[O:15])=[CH:5][CH:4]=1.C([OH:23])(C)(C)C.O1CCCC1.CC(=CC)C.[O-]Cl=O.[Na+].[NH4+].[Cl-]. The catalyst is O. The product is [CH3:1][O:2][C:3]1[CH:4]=[CH:5][C:6]([CH2:7][C:8]2([CH3:16])[CH2:13][CH2:12][O:11][CH2:10][CH:9]2[C:14]([OH:23])=[O:15])=[CH:17][CH:18]=1. The yield is 0.846. (3) The reactants are [CH3:1][O:2][N:3]=[CH:4][C:5]1[CH:10]=[CH:9][C:8]([F:11])=[CH:7][CH:6]=1.C([BH3-])#N.[Na+]. The catalyst is C(O)(=O)C. The product is [F:11][C:8]1[CH:7]=[CH:6][C:5]([CH2:4][NH:3][O:2][CH3:1])=[CH:10][CH:9]=1. The yield is 0.750.